Dataset: Forward reaction prediction with 1.9M reactions from USPTO patents (1976-2016). Task: Predict the product of the given reaction. (1) Given the reactants [CH:1]1[N:9]([C@@H:10]2[O:14][C@H:13]([CH2:15][OH:16])[C@@H:12]([OH:17])[C@H:11]2[OH:18])[C:8]2[C:3](=[C:4]([NH2:19])[N:5]=[CH:6][N:7]=2)[C:2]=1[C:20]#[N:21].[CH3:22][CH:23]([Si:25](Cl)([O:29][Si:30](Cl)([CH:34]([CH3:36])[CH3:35])[CH:31]([CH3:33])[CH3:32])[CH:26]([CH3:28])[CH3:27])[CH3:24], predict the reaction product. The product is: [NH2:19][C:4]1[C:3]2[C:2]([C:20]#[N:21])=[CH:1][N:9]([C@@H:10]3[O:14][C@H:13]4[C@@H:12]([O:17][Si:25]([CH:23]([CH3:24])[CH3:22])([CH:26]([CH3:28])[CH3:27])[O:29][Si:30]([CH:34]([CH3:36])[CH3:35])([CH:31]([CH3:32])[CH3:33])[O:16][CH2:15]4)[C@H:11]3[OH:18])[C:8]=2[N:7]=[CH:6][N:5]=1. (2) The product is: [OH:1][CH:2]([C:26]1[CH:27]=[CH:28][C:29]([C:30]([OH:32])=[O:31])=[CH:34][CH:35]=1)[CH2:3][CH2:4][CH2:5][N:6]1[CH2:7][CH2:8][CH:9]([C:12]([OH:25])([C:13]2[CH:14]=[CH:15][CH:16]=[CH:17][CH:18]=2)[C:19]2[CH:24]=[CH:23][CH:22]=[CH:21][CH:20]=2)[CH2:10][CH2:11]1. Given the reactants [OH:1][CH:2]([C:26]1[CH:35]=[CH:34][C:29]([C:30]([O:32]C)=[O:31])=[CH:28][CH:27]=1)[CH2:3][CH2:4][CH2:5][N:6]1[CH2:11][CH2:10][CH:9]([C:12]([OH:25])([C:19]2[CH:24]=[CH:23][CH:22]=[CH:21][CH:20]=2)[C:13]2[CH:18]=[CH:17][CH:16]=[CH:15][CH:14]=2)[CH2:8][CH2:7]1.C1COCC1.[Li+].[OH-].Cl, predict the reaction product. (3) Given the reactants [C:1](#[N:3])C.[Si:4]([O:21][CH2:22][CH2:23][C@H:24]1[O:30][C@H:29]([C:31]2[CH:36]=[CH:35][CH:34]=[C:33]([O:37][CH3:38])[C:32]=2[O:39][CH3:40])[C:28]2[CH:41]=[C:42]([Cl:45])[CH:43]=[CH:44][C:27]=2[N:26]2[CH:46]=[CH:47][CH:48]=[C:25]12)([C:17]([CH3:20])([CH3:19])[CH3:18])([C:11]1[CH:16]=[CH:15][CH:14]=[CH:13][CH:12]=1)[C:5]1[CH:10]=[CH:9][CH:8]=[CH:7][CH:6]=1.CN(C)C=O.ClS(N=C=O)(=O)=O, predict the reaction product. The product is: [Si:4]([O:21][CH2:22][CH2:23][C@H:24]1[O:30][C@H:29]([C:31]2[CH:36]=[CH:35][CH:34]=[C:33]([O:37][CH3:38])[C:32]=2[O:39][CH3:40])[C:28]2[CH:41]=[C:42]([Cl:45])[CH:43]=[CH:44][C:27]=2[N:26]2[C:46]([C:1]#[N:3])=[CH:47][CH:48]=[C:25]12)([C:17]([CH3:18])([CH3:20])[CH3:19])([C:11]1[CH:16]=[CH:15][CH:14]=[CH:13][CH:12]=1)[C:5]1[CH:6]=[CH:7][CH:8]=[CH:9][CH:10]=1. (4) Given the reactants [C:1](#[N:5])[CH2:2][C:3]#[N:4].[CH3:6][C:7]([CH2:9][OH:10])=O.C(N(CC)CC)C, predict the reaction product. The product is: [NH2:4][C:3]1[O:10][CH:9]=[C:7]([CH3:6])[C:2]=1[C:1]#[N:5]. (5) Given the reactants [NH:1]1[C:9]2[C:4](=[CH:5][CH:6]=[CH:7][CH:8]=2)[C:3]([CH2:10][C:11]([O:13][CH3:14])=[O:12])=[CH:2]1.Br[CH2:16][CH2:17][O:18][C:19]1[CH:20]=[C:21]([CH3:27])[C:22]([Cl:26])=[C:23]([CH3:25])[CH:24]=1, predict the reaction product. The product is: [Cl:26][C:22]1[C:21]([CH3:27])=[CH:20][C:19]([O:18][CH2:17][CH2:16][N:1]2[C:9]3[C:4](=[CH:5][CH:6]=[CH:7][CH:8]=3)[C:3]([CH2:10][C:11]([O:13][CH3:14])=[O:12])=[CH:2]2)=[CH:24][C:23]=1[CH3:25]. (6) The product is: [CH:66]1([C:71]2([CH2:79][CH2:80][C:81]3[CH:86]=[CH:85][C:84]([OH:87])=[C:83]([CH2:88][OH:89])[CH:82]=3)[O:76][C:75](=[O:77])[CH2:74][C:73](=[O:78])[CH2:72]2)[CH2:70][CH2:69][CH2:68][CH2:67]1. Given the reactants C(OC1C=CC(C#CC(C2CCCC2)(O)CC2OC(C)(C)OC(=O)C=2)=CC=1COC(=O)C)(=O)C.C1(C(O)(CC2OC(C)(C)OC(=O)C=2)C#CC2C=CC(C(C)(C)C#N)=C(F)C=2)CCCC1.[CH:66]1([C:71]2([CH2:79][CH2:80][C:81]3[CH:86]=[CH:85][C:84]([OH:87])=[C:83]([CH2:88][O:89]C)[CH:82]=3)[O:76][C:75](=[O:77])[CH2:74][C:73](=[O:78])[CH2:72]2)[CH2:70][CH2:69][CH2:68][CH2:67]1, predict the reaction product. (7) Given the reactants [CH2:1]([O:3][C:4]1[C:8]([CH2:9][CH2:10][CH2:11][OH:12])=[CH:7][N:6]([C:13]2[CH:18]=[C:17]([C:19]([F:22])([F:21])[F:20])[CH:16]=[CH:15][N:14]=2)[N:5]=1)[CH3:2].O[C:24]1[CH:25]=[C:26]([CH2:30][C:31]([O:33]C)=[O:32])[CH:27]=[CH:28][CH:29]=1.C(P(CCCC)CCCC)CCC.N(C(N1CCCCC1)=O)=NC(N1CCCCC1)=O, predict the reaction product. The product is: [CH2:1]([O:3][C:4]1[C:8]([CH2:9][CH2:10][CH2:11][O:12][C:24]2[CH:25]=[C:26]([CH2:30][C:31]([OH:33])=[O:32])[CH:27]=[CH:28][CH:29]=2)=[CH:7][N:6]([C:13]2[CH:18]=[C:17]([C:19]([F:21])([F:20])[F:22])[CH:16]=[CH:15][N:14]=2)[N:5]=1)[CH3:2].